Dataset: Reaction yield outcomes from USPTO patents with 853,638 reactions. Task: Predict the reaction yield, written as a fraction of the theoretical maximum amount of product (1.0 means a 100% yield; for example, 0.34 means a 34% yield). (1) The reactants are Cl.[CH2:2]([N:4]([CH:40]1[CH2:45][CH2:44][O:43][CH2:42][CH2:41]1)[C:5]1[C:6]([CH3:39])=[C:7]([CH:24]=[C:25]([C:27]2[CH:28]=[N:29][C:30]([N:33]3[CH2:38][CH2:37][NH:36][CH2:35][CH2:34]3)=[CH:31][CH:32]=2)[CH:26]=1)[C:8]([NH:10][CH2:11][C:12]1[C:13](=[O:23])[NH:14][C:15]([CH3:22])=[C:16]([F:21])[C:17]=1[CH:18]([CH3:20])[CH3:19])=[O:9])[CH3:3].C=[O:47].O.[C:49]([BH3-])#N.[Na+]. The catalyst is CO. The product is [CH:44]([OH:43])=[O:47].[CH2:2]([N:4]([CH:40]1[CH2:45][CH2:44][O:43][CH2:42][CH2:41]1)[C:5]1[C:6]([CH3:39])=[C:7]([CH:24]=[C:25]([C:27]2[CH:28]=[N:29][C:30]([N:33]3[CH2:38][CH2:37][N:36]([CH3:49])[CH2:35][CH2:34]3)=[CH:31][CH:32]=2)[CH:26]=1)[C:8]([NH:10][CH2:11][C:12]1[C:13](=[O:23])[NH:14][C:15]([CH3:22])=[C:16]([F:21])[C:17]=1[CH:18]([CH3:20])[CH3:19])=[O:9])[CH3:3]. The yield is 0.190. (2) The reactants are P(Cl)(Cl)(Cl)(Cl)Cl.[CH3:7][C:8]1[C:16]([N+:17]([O-:19])=[O:18])=[CH:15][C:11]([C:12]([NH2:14])=O)=[CH:10][C:9]=1[N+:20]([O-:22])=[O:21].O.[OH-].[NH4+]. The catalyst is C(#N)C. The product is [CH3:7][C:8]1[C:16]([N+:17]([O-:19])=[O:18])=[CH:15][C:11]([C:12]#[N:14])=[CH:10][C:9]=1[N+:20]([O-:22])=[O:21]. The yield is 0.750. (3) The reactants are [CH:1]([N:4]1[C:8]([C:9]2[N:10]=[C:11]3[C:17]4[CH:18]=[CH:19][C:20]([NH:22]C(=O)OC(C)(C)C)=[CH:21][C:16]=4[O:15][CH2:14][CH2:13][N:12]3[CH:30]=2)=[N:7][CH:6]=[N:5]1)([CH3:3])[CH3:2].FC(F)(F)C(O)=O. The catalyst is C(Cl)Cl. The product is [CH:1]([N:4]1[C:8]([C:9]2[N:10]=[C:11]3[C:17]4[CH:18]=[CH:19][C:20]([NH2:22])=[CH:21][C:16]=4[O:15][CH2:14][CH2:13][N:12]3[CH:30]=2)=[N:7][CH:6]=[N:5]1)([CH3:3])[CH3:2]. The yield is 0.320. (4) The reactants are Cl[C:2]1[CH:7]=[C:6]([C:8]2[CH:13]=[CH:12][CH:11]=[C:10]([Cl:14])[CH:9]=2)[N:5]=[C:4]2[CH2:15][CH2:16][CH2:17][C:3]=12.[NH2:18][C:19]1[CH:33]=[CH:32][C:22]([CH2:23][C:24]([CH3:31])([C:28]([NH2:30])=[O:29])[C:25]([NH2:27])=[O:26])=[CH:21][CH:20]=1.Cl.O1CCOCC1. The catalyst is CN1C(=O)CCC1.O.C(=O)(O)[O-].[Na+].ClCCl.CO. The product is [Cl:14][C:10]1[CH:9]=[C:8]([C:6]2[N:5]=[C:4]3[CH2:15][CH2:16][CH2:17][C:3]3=[C:2]([NH:18][C:19]3[CH:20]=[CH:21][C:22]([CH2:23][C:24]([CH3:31])([C:25]([NH2:27])=[O:26])[C:28]([NH2:30])=[O:29])=[CH:32][CH:33]=3)[CH:7]=2)[CH:13]=[CH:12][CH:11]=1. The yield is 0.720.